Dataset: Catalyst prediction with 721,799 reactions and 888 catalyst types from USPTO. Task: Predict which catalyst facilitates the given reaction. (1) Reactant: [CH3:1][C:2]1([C:9]2[CH:14]=[CH:13][CH:12]=[CH:11][N:10]=2)[CH2:7][NH:6][C:5](=O)[CH2:4][CH2:3]1.O1CCCC1.B.Cl. Product: [NH3:6].[CH3:1][C:2]1([C:9]2[CH:14]=[CH:13][CH:12]=[CH:11][N:10]=2)[CH2:3][CH2:4][CH2:5][NH:6][CH2:7]1. The catalyst class is: 7. (2) Reactant: [F:1][C:2]1[CH:11]=[C:10]2[C:5]([C:6]([CH2:13][C:14]3[N:18]([CH3:19])[N:17]=[CH:16][N:15]=3)=[N:7][NH:8][C:9]2=[O:12])=[C:4]([NH:20]/[N:21]=[CH:22]/[C:23]2[CH:28]=[CH:27][C:26]([F:29])=[CH:25][CH:24]=2)[CH:3]=1.C(=O)([O-])[O-].[Cs+].[Cs+]. Product: [F:1][C:2]1[CH:3]=[C:4]2[NH:20][NH:21][CH:22]([C:23]3[CH:28]=[CH:27][C:26]([F:29])=[CH:25][CH:24]=3)[CH:13]([C:14]3[N:18]([CH3:19])[N:17]=[CH:16][N:15]=3)[C:6]3=[N:7][NH:8][C:9](=[O:12])[C:10]([CH:11]=1)=[C:5]23. The catalyst class is: 20.